From a dataset of Forward reaction prediction with 1.9M reactions from USPTO patents (1976-2016). Predict the product of the given reaction. (1) The product is: [C:19]([O:18][C:17]([NH:16][CH:3]([C:4]1[CH:9]=[CH:8][C:7]([O:10][C:11]([F:14])([F:13])[F:12])=[C:6]([F:15])[CH:5]=1)[C:2]([O:24][CH3:27])=[O:25])=[O:23])([CH3:22])([CH3:21])[CH3:20]. Given the reactants N[C:2](=[O:24])[CH:3]([NH:16][C:17](=[O:23])[O:18][C:19]([CH3:22])([CH3:21])[CH3:20])[C:4]1[CH:9]=[CH:8][C:7]([O:10][C:11]([F:14])([F:13])[F:12])=[C:6]([F:15])[CH:5]=1.[OH-:25].[Na+].[CH3:27]O, predict the reaction product. (2) Given the reactants [OH-].[K+:2].[K].[N:4]1[N:5]2[CH2:14][CH2:13][CH2:12][C:6]2=[CH:7][C:8]=1[C:9]([O-:11])=[O:10].N1N2CCCC2=CC=1C(OCC)=O.N1N2CCCC2=C(C(OCC)=O)C=1, predict the reaction product. The product is: [N:4]1[N:5]2[CH2:14][CH2:13][CH2:12][C:6]2=[CH:7][C:8]=1[C:9]([O-:11])=[O:10].[K+:2].